The task is: Binary Classification. Given a miRNA mature sequence and a target amino acid sequence, predict their likelihood of interaction.. This data is from Experimentally validated miRNA-target interactions with 360,000+ pairs, plus equal number of negative samples. (1) The miRNA is mmu-miR-669p-5p with sequence AGUUGUGUGUGCAUGUUCAUGUCU. The protein sequence of the target gene is MSPCPEEAAMRREVVKRIETVVKDLWPTADVQIFGSFSTGLYLPTSDIDLVVFGKWERPPLQLLEQALRKHNVAEPCSIKVLDKATVPIIKLTDQETEVKVDISFNMETGVRAAEFIKNYMKKYSLLPYLILVLKQFLLQRDLNEVFTGGISSYSLILMAISFLQLHPRIDARRADENLGMLLVEFFELYGRNFNYLKTGIRIKEGGAYIAKEEIMKAMTSGYRPSMLCIEDPLLPGNDVGRSSYGAMQVKQVFDYAYIVLSHAVSPLARSYPNRDSESTLGRIIKVTQEVIDYRRWIKE.... Result: 0 (no interaction). (2) The miRNA is hsa-miR-3713 with sequence GGUAUCCGUUUGGGGAUGGU. The protein sequence of the target gene is MGTPAGAGTRPTGAGTVEGVGIPPGLQTDYETLLSRFQEMDSVRFEDFTELWRSMKFATIFCGKMRNLKKNMFTKEALALAWRYFLPPHTFQIRVGALYLLYGLYNTQLCQPKQKIRVALKDWDEVIRFQQDLMNAQHFDAAFVFRKLRLDRAFHFTAMPKLLSCRMKKKVQQTEVTQKFKDPNDRVMKLITSDVLEEMLNVHDHYQNMKHAISADKSMPDRALSLVKEDFFENIKNIVLEHQEWHKERKNPSLKPKLKDGEENGEGSSEEPERCERAVSLAKIKAKAFSAVVPVSKSRR.... Result: 0 (no interaction).